From a dataset of Reaction yield outcomes from USPTO patents with 853,638 reactions. Predict the reaction yield, written as a fraction of the theoretical maximum amount of product (1.0 means a 100% yield; for example, 0.34 means a 34% yield). (1) The yield is 0.620. The catalyst is O1CCOCC1.C1C=CC(P(C2C=CC=CC=2)[C-]2C=CC=C2)=CC=1.C1C=CC(P(C2C=CC=CC=2)[C-]2C=CC=C2)=CC=1.Cl[Pd]Cl.[Fe+2]. The reactants are Br[C:2]1[CH:3]=[C:4]2[C:9](=[CH:10][CH:11]=1)[N:8]=[C:7]([C:12]1[CH:17]=[CH:16][CH:15]=[C:14]([Cl:18])[CH:13]=1)[N:6]([CH2:19][C:20]([NH:22][CH:23]([CH3:25])[CH3:24])=[O:21])[C:5]2=[O:26].[CH3:27][C:28]1([CH3:44])[C:32]([CH3:34])([CH3:33])[O:31][B:30]([B:30]2[O:31][C:32]([CH3:34])([CH3:33])[C:28]([CH3:44])([CH3:27])[O:29]2)[O:29]1.C([O-])(=O)C.[K+]. The product is [Cl:18][C:14]1[CH:13]=[C:12]([C:7]2[N:6]([CH2:19][C:20]([NH:22][CH:23]([CH3:25])[CH3:24])=[O:21])[C:5](=[O:26])[C:4]3[C:9](=[CH:10][CH:11]=[C:2]([B:30]4[O:31][C:32]([CH3:34])([CH3:33])[C:28]([CH3:44])([CH3:27])[O:29]4)[CH:3]=3)[N:8]=2)[CH:17]=[CH:16][CH:15]=1. (2) The reactants are [H-].[Na+].[CH2:3]([O:10][C:11]1[CH:16]=[CH:15][C:14]([OH:17])=[CH:13][CH:12]=1)[C:4]1[CH:9]=[CH:8][CH:7]=[CH:6][CH:5]=1.S(O[CH2:29][C@H:30]1[CH2:34][CH2:33][CH2:32][N:31]1[C:35]([O:37][C:38]([CH3:41])([CH3:40])[CH3:39])=[O:36])(C1C=CC(C)=CC=1)(=O)=O. The catalyst is CN(C=O)C. The product is [C:38]([O:37][C:35]([N:31]1[CH2:32][CH2:33][CH2:34][CH:30]1[CH2:29][O:17][C:14]1[CH:13]=[CH:12][C:11]([O:10][CH2:3][C:4]2[CH:5]=[CH:6][CH:7]=[CH:8][CH:9]=2)=[CH:16][CH:15]=1)=[O:36])([CH3:41])([CH3:39])[CH3:40]. The yield is 0.550. (3) The reactants are [N:1]1([CH2:6][CH2:7][O:8][C:9]2[CH:14]=[CH:13][C:12]([NH2:15])=[CH:11][C:10]=2[C:16]2[N:17]([CH3:21])[N:18]=[CH:19][CH:20]=2)[CH:5]=[CH:4][N:3]=[CH:2]1.[F:22][C:23]1[CH:28]=[C:27]([F:29])[CH:26]=[CH:25][C:24]=1[N:30]=[C:31]=[O:32]. The catalyst is ClCCl. The product is [F:22][C:23]1[CH:28]=[C:27]([F:29])[CH:26]=[CH:25][C:24]=1[NH:30][C:31]([NH:15][C:12]1[CH:13]=[CH:14][C:9]([O:8][CH2:7][CH2:6][N:1]2[CH:5]=[CH:4][N:3]=[CH:2]2)=[C:10]([C:16]2[N:17]([CH3:21])[N:18]=[CH:19][CH:20]=2)[CH:11]=1)=[O:32]. The yield is 0.750. (4) The reactants are [O:1]1[CH2:3][C@H:2]1[CH2:4][N:5]1[C:17]2[CH:16]=[CH:15][CH:14]=[CH:13][C:12]=2[C:11]2[C:6]1=[CH:7][CH:8]=[CH:9][CH:10]=2.[NH2:18][CH2:19][C@@H:20]([NH:22][C:23](=[O:29])[O:24][C:25]([CH3:28])([CH3:27])[CH3:26])[CH3:21]. The catalyst is C(O)C. The product is [CH:16]1[C:17]2[N:5]([CH2:4][C@@H:2]([OH:1])[CH2:3][NH:18][CH2:19][C@@H:20]([NH:22][C:23](=[O:29])[O:24][C:25]([CH3:28])([CH3:27])[CH3:26])[CH3:21])[C:6]3[C:11](=[CH:10][CH:9]=[CH:8][CH:7]=3)[C:12]=2[CH:13]=[CH:14][CH:15]=1. The yield is 0.450. (5) The yield is 0.510. The product is [Cl:1][C:2]1[CH:3]=[C:4]([NH:9][C:10]2[C:11]3[C:18](=[CH:36][C:22]4[NH:23][C:24]([CH3:35])=[C:25]([CH2:26][CH2:27][C:28](=[O:34])[N:29]5[CH2:33][CH2:32][CH2:31][CH2:30]5)[C:21]=4[CH3:20])[C:17](=[O:19])[NH:16][C:12]=3[N:13]=[CH:14][N:15]=2)[CH:5]=[CH:6][C:7]=1[F:8]. The catalyst is N1CCCCC1.C(O)C. The reactants are [Cl:1][C:2]1[CH:3]=[C:4]([NH:9][C:10]2[C:11]3[CH2:18][C:17](=[O:19])[NH:16][C:12]=3[N:13]=[CH:14][N:15]=2)[CH:5]=[CH:6][C:7]=1[F:8].[CH3:20][C:21]1[C:25]([CH2:26][CH2:27][C:28](=[O:34])[N:29]2[CH2:33][CH2:32][CH2:31][CH2:30]2)=[C:24]([CH3:35])[NH:23][C:22]=1[CH:36]=O. (6) The reactants are [C:1]([O:5][C:6]([N:8]1[CH2:13][CH2:12][NH:11][CH:10]([CH3:14])[CH2:9]1)=[O:7])([CH3:4])([CH3:3])[CH3:2].Cl[C:16]1[C:25]2[C:20](=[CH:21][C:22]([O:28][CH3:29])=[C:23]([O:26][CH3:27])[CH:24]=2)[N:19]=[C:18]([CH:30]2[CH2:32][CH2:31]2)[N:17]=1.C([O-])([O-])=O.[K+].[K+]. The catalyst is CN(C=O)C.O. The product is [C:1]([O:5][C:6]([N:8]1[CH2:13][CH2:12][N:11]([C:16]2[C:25]3[C:20](=[CH:21][C:22]([O:28][CH3:29])=[C:23]([O:26][CH3:27])[CH:24]=3)[N:19]=[C:18]([CH:30]3[CH2:32][CH2:31]3)[N:17]=2)[CH:10]([CH3:14])[CH2:9]1)=[O:7])([CH3:4])([CH3:2])[CH3:3]. The yield is 0.540.